From a dataset of Forward reaction prediction with 1.9M reactions from USPTO patents (1976-2016). Predict the product of the given reaction. (1) Given the reactants [NH2:1][C:2]1[S:6][C:5]([C:7]2[CH:12]=[CH:11][C:10]([O:13][CH3:14])=[CH:9][CH:8]=2)=[N:4][C:3]=1[C:15]([O:17]CC)=[O:16].[OH-].[Li+].Cl, predict the reaction product. The product is: [NH2:1][C:2]1[S:6][C:5]([C:7]2[CH:8]=[CH:9][C:10]([O:13][CH3:14])=[CH:11][CH:12]=2)=[N:4][C:3]=1[C:15]([OH:17])=[O:16]. (2) Given the reactants O[C:2]1(C)[CH:7]=[C:6]([S:8]([CH3:11])(=[O:10])=[O:9])[CH:5]=[CH:4][CH:3]1[CH2:12][C:13](=[O:15])[CH3:14].[Br:17][C:18]1[CH:23]=[CH:22][C:21]([CH2:24][C:25]([OH:27])=O)=[CH:20][CH:19]=1.[CH3:28]C1C=CC(S(O)(=O)=O)=CC=1.N12CCCN=C1CCCCC2, predict the reaction product. The product is: [Br:17][C:18]1[CH:23]=[CH:22][C:21]([C:24]2[C:25](=[O:27])[O:15][C:13]([CH3:14])([CH3:28])[C:12]=2[C:3]2[CH:2]=[CH:7][C:6]([S:8]([CH3:11])(=[O:9])=[O:10])=[CH:5][CH:4]=2)=[CH:20][CH:19]=1. (3) Given the reactants CC(C)(C)OC([NH:6][CH2:7][C:8]1[CH:26]=[CH:25][C:11]2[N:12]([C:19]3[CH:24]=[CH:23][CH:22]=[CH:21][CH:20]=3)[CH2:13][CH2:14][O:15][CH:16]([CH3:18])[CH2:17][C:10]=2[CH:9]=1)=O.C(O)(C(F)(F)F)=O, predict the reaction product. The product is: [CH3:18][CH:16]1[CH2:17][C:10]2[CH:9]=[C:8]([CH2:7][NH2:6])[CH:26]=[CH:25][C:11]=2[N:12]([C:19]2[CH:24]=[CH:23][CH:22]=[CH:21][CH:20]=2)[CH2:13][CH2:14][O:15]1.